From a dataset of Experimentally validated miRNA-target interactions with 360,000+ pairs, plus equal number of negative samples. Binary Classification. Given a miRNA mature sequence and a target amino acid sequence, predict their likelihood of interaction. (1) The miRNA is hsa-miR-6793-3p with sequence UCCCCAACCCCUGCCCGCAG. The protein sequence of the target gene is MADNLPTEFDVVIIGTGLPESILAAACSRSGQRVLHIDSRSYYGGNWASFSFSGLLSWLKEYQQNNDIGEESTVVWQDLIHETEEAITLRKKDETIQHTEAFCYASQDMEDNVEEIGALQKNPSLGVSNTFTEVLDSALPEESQLSYFNSDEMPAKHTQKSDTEISLEVTDVEESVEKEKYCGDKTCMHTVSDKDGDKDESKSTVEDKADEPIRNRITYSQIVKEGRRFNIDLVSKLLYSQGLLIDLLIKSDVSRYVEFKNVTRILAFREGKVEQVPCSRADVFNSKELTMVEKRMLMKF.... Result: 1 (interaction). (2) The miRNA is kshv-miR-K12-5-3p with sequence UAGGAUGCCUGGAACUUGCCGGU. The protein sequence of the target gene is MAAAAARVVLSSAARRRLWGFSESLLIRGAAGRSLYFGENRLRSTQAATQVVLNVPETRVTCLESGLRVASEDSGLSTCTVGLWIDAGSRYENEKNNGTAHFLEHMAFKGTKKRSQLDLELEIENMGAHLNAYTSREQTVYYAKAFSKDLPRAVEILADIIQNSTLGEAEIERERGVILREMQEVETNLQEVVFDYLHATAYQNTALGRTILGPTENIKSISRKDLVDYITTHYKGPRIVLAAAGGVSHDELLDLAKFHFGDSLCTHKGEIPALPPCKFTGSEIRVRDDKMPLAHLAIAV.... Result: 0 (no interaction). (3) The miRNA is hsa-miR-3689f with sequence UGUGAUAUCGUGCUUCCUGGGA. The protein sequence of the target gene is MAQLRRGHLTFRDVAIEFSQEEWKCLDPVQKALYRDVMLENYRNLVSLGICLPDLSIISMMKQRTEPWTVENEMKVAKNPDRWEGIKDINTGRSCAVRSKAGNKPITNQLGLTFQLPLPELEIFQGEGKIYECNQVQKFISHSSSVSPLQRIYSGVKTHIFNKHRNDFVDFPLLSQEQKAHIRRKPYECNEQGKVFRVSSSLPNHQVIHTADKPNRCHECGKTVRDKSGLAEHWRIRTGEKPYKCKECGKLFNRIAYLARHEKVHTGESPYKCNECGKVFSRITYLVRHQKIHTREKPHK.... Result: 0 (no interaction). (4) The miRNA is hsa-miR-599 with sequence GUUGUGUCAGUUUAUCAAAC. The protein sequence of the target gene is MEDSQDLNEQSVKKTCTESDVSQSQNSRSMEMQDLASPHTLVGGGDTPGSSKLEKSNLSSTSVTTNGTGGENMTVLNTADWLLSCNTPSSATMSLLAVKTEPLNSSETTATTGDGALDTFTGSVITSSGYSPRSAHQYSPQLYPSKPYPHILSTPAAQTMSAYAGQTQYSGMQQPAVYTAYSQTGQPYSLPTYDLGVMLPAIKTESGLSQTQSPLQSGCLSYSPGFSTPQPGQTPYSYQMPGSSFAPSSTIYANNSVSNSTNFSGSQQDYPSYTAFGQNQYAQYYSASTYGAYMTSNNTA.... Result: 0 (no interaction). (5) The miRNA is mmu-miR-93-5p with sequence CAAAGUGCUGUUCGUGCAGGUAG. The protein sequence of the target gene is MAARFELLDDLPAACLSPCGPPNPTELFSEARRLALEQLLAGGPDAWAAFLRRERLGRFLNADEVREVLGAAERPGEDGAAVAEDSFGSSHECSSGTYFPEQSDLEPPALELGWPSFYQGAYRGATRVEAHFQPRGAGAGGPYGCKDALRQQLRSAREVIAVVMDVFSDIDIFRDLQESCRKRGVAVYILLDQTLLPHFLDMCMDLRVHPEQEKLMTVRTITGNIYYARSGTKVVGKVHEKFTLIDGIRVATGSYSFTWTDGKLNSSNLVILSGQVVEHFDLEFRILYAQSEPISSKLLS.... Result: 0 (no interaction). (6) The miRNA is hsa-miR-6509-5p with sequence AUUAGGUAGUGGCAGUGGAAC. The protein sequence of the target gene is MQAKNKDALQPIKEDRTGKAQDDAFWLQSLITDAFHDKGFQKIKEYFQQKESHFPQKYNRLLLYRLDRSINKELDKNEFQSVSLLLKCIQRFLVDGLKEDEPLLIRQGLIPKLVSWFERTTGILTSEGLASDTSLICVIEDFFDTALIISRSSSEGKIQMLDSFLLSLGFLVTEKTVNHLLQQEGLKTFNCILHAVPREERKKFPLSEGMCHLMKDLARTLLTVGDYDQQVAISEALCRLTIKKSRDELVHKWFDDEVIAEAFKEIKDREFETDSRRFLNHLNNRLGDQRRVYSFPCIAA.... Result: 0 (no interaction). (7) The miRNA is mmu-miR-1907 with sequence GAGCAGCAGAGGAUCUGGAGGU. The protein sequence of the target gene is MAEDEPDAKSPKTGGRAPPGGAEAGEPTTLLQRLRGTISKAVQNKVEGILQDVQKFSDNDKLYLYLQLPSGPTTGDKSSEPSTLSNEEYMYAYRWIRNHLEEHTDTCLPKQSVYDAYRKYCESLACCRPLSTANFGKIIREIFPDIKARRLGGRGQSKYCYSGIRRKTLVSMPPLPGLDLKGSESPEMGPEVTPAPRDELVEAACALTCDWAERILKRSFSSIVEVARFLLQQHLISARSAHAHVLKAMGLAEEDEHAPRERSSKPKNGLENPEGGAHKKPERLAQPPKDLEARTGAGPL.... Result: 0 (no interaction). (8) The protein sequence of the target gene is MASILRSVATTSAVVAAASAIPIAIAFSSSSSSSSTNPKSQSLNFSFLSRSSPRLLGLSRSFVSSPMATALTSDRNLHQEDRAMPQLLTEFMVDMTCEGCVNAVKNKLETIEGIEKVEVDLSNQVVRILGSSPVKAMTQALEQTGRKARLIGQGVPQDFLVSAAVAEFKGPDIFGVVRFAQVSMELARIEANFTGLSPGTHSWCINEYGDLTNGAASTGSLYNPFQDQTGTEPLGDLGTLEADKNGEAFYSGKKEKLKVADLIGRAVVVYKTDDNKSGPGLTAAVIARSAGVGENYKKLC.... The miRNA is mmu-miR-410-3p with sequence AAUAUAACACAGAUGGCCUGU. Result: 0 (no interaction). (9) The miRNA is hsa-miR-6836-3p with sequence AUGCCUCCCCCGGCCCCGCAG. The protein sequence of the target gene is MPSCTASTMPGMICKNPDLEFDSLQPCFYPDEDDFYFGGPDSTPPGEDIWKKFELLPTPPLSPSRAFPEHSPEPSNWATEMLLPEADLWGNPAEEDAFGLGGLGGLTPNPVILQDCMWSGFSAREKLERAVNEKLQHGHGPPGVSSACSAPGVGASSPGGRALGGSSSASHTGATLPTDLSHPAAECVDPAVVFPFPVNKRESASVPAAPTSAPATSAAVTSVSVPATAPVAAPARAGGRPASSGEAKALSTSGEDTLSDSDDEDDEEEDEEEEIDVVTVEKRRSSSNNKAVTTFTITVR.... Result: 0 (no interaction).